This data is from Catalyst prediction with 721,799 reactions and 888 catalyst types from USPTO. The task is: Predict which catalyst facilitates the given reaction. (1) The catalyst class is: 13. Reactant: [NH2:1][C:2]1[CH:3]=[C:4]([CH:21]=[CH:22][CH:23]=1)[O:5][C:6]1[CH:18]=[CH:17][C:9]2[N:10]=[C:11]([NH:13][C:14](=[O:16])[CH3:15])[S:12][C:8]=2[C:7]=1[C:19]#[N:20].[F:24][C:25]([F:37])([F:36])[C:26]1[CH:27]=[C:28]([CH2:32][C:33](O)=[O:34])[CH:29]=[CH:30][CH:31]=1.F[P-](F)(F)(F)(F)F.N1(OC(N(C)C)=[N+](C)C)C2N=CC=CC=2N=N1.N1C=CC=CC=1. Product: [C:14]([NH:13][C:11]1[S:12][C:8]2[C:7]([C:19]#[N:20])=[C:6]([O:5][C:4]3[CH:3]=[C:2]([NH:1][C:33](=[O:34])[CH2:32][C:28]4[CH:29]=[CH:30][CH:31]=[C:26]([C:25]([F:36])([F:24])[F:37])[CH:27]=4)[CH:23]=[CH:22][CH:21]=3)[CH:18]=[CH:17][C:9]=2[N:10]=1)(=[O:16])[CH3:15]. (2) Reactant: Cl.Cl.[CH3:3][Si:4]([CH3:31])([CH3:30])[CH2:5][CH2:6][O:7][CH2:8][N:9]1[C:13]2[N:14]=[CH:15][N:16]=[C:17]([C:18]3[CH:19]=[N:20][N:21]([C:23]4([CH2:27][C:28]#[N:29])[CH2:26][NH:25][CH2:24]4)[CH:22]=3)[C:12]=2[CH:11]=[CH:10]1.O=[C:33]1[CH2:38][CH2:37][N:36]([C:39]([O:41][C:42]([CH3:45])([CH3:44])[CH3:43])=[O:40])[CH2:35][CH2:34]1.C(N(CC)C(C)C)(C)C.C(O[BH-](OC(=O)C)OC(=O)C)(=O)C.[Na+]. Product: [C:28]([CH2:27][C:23]1([N:21]2[CH:22]=[C:18]([C:17]3[C:12]4[CH:11]=[CH:10][N:9]([CH2:8][O:7][CH2:6][CH2:5][Si:4]([CH3:30])([CH3:3])[CH3:31])[C:13]=4[N:14]=[CH:15][N:16]=3)[CH:19]=[N:20]2)[CH2:24][N:25]([CH:33]2[CH2:38][CH2:37][N:36]([C:39]([O:41][C:42]([CH3:45])([CH3:44])[CH3:43])=[O:40])[CH2:35][CH2:34]2)[CH2:26]1)#[N:29]. The catalyst class is: 220. (3) Reactant: [S:1]([C:4]1[C:12]2[CH2:11][CH2:10][CH2:9][C:8]=2[C:7]([OH:13])=[CH:6][CH:5]=1)C#N.C(=O)([O-])[O-].[Cs+].[Cs+].Br[CH2:21][C:22]([O:24][CH3:25])=[O:23]. Product: [CH3:25][O:24][C:22](=[O:23])[CH2:21][O:13][C:7]1[CH:6]=[CH:5][C:4]([SH:1])=[C:12]2[C:8]=1[CH2:9][CH2:10][CH2:11]2. The catalyst class is: 10. (4) Reactant: [CH3:1][O:2][CH:3]([O:6][CH3:7])[CH2:4][NH2:5].CC1(C)N([O])C(C)(C)CCC1.[C:19](Cl)(=[O:23])[C:20]([CH3:22])=[CH2:21]. Product: [CH3:1][O:2][CH:3]([O:6][CH3:7])[CH2:4][NH:5][C:19](=[O:23])[C:20]([CH3:22])=[CH2:21]. The catalyst class is: 74. (5) The catalyst class is: 3. Reactant: [NH2:1][C:2]1[N:7]=[C:6]([NH2:8])[C:5]([OH:9])=[C:4]([CH2:10][CH3:11])[N:3]=1.[OH-].[K+].[CH2:14]([O:16][C:17]([CH2:19][CH2:20][CH2:21][O:22][C:23]1[CH:24]=[C:25]2[C:30](=[CH:31][CH:32]=1)[N:29]=[C:28]([CH3:33])[CH:27]=[C:26]2[O:34][CH2:35][CH2:36][CH2:37]Br)=[O:18])[CH3:15]. Product: [NH2:1][C:2]1[N:7]=[C:6]([NH2:8])[C:5]([O:9][CH2:37][CH2:36][CH2:35][O:34][C:26]2[C:25]3[C:30](=[CH:31][CH:32]=[C:23]([O:22][CH2:21][CH2:20][CH2:19][C:17]([O:16][CH2:14][CH3:15])=[O:18])[CH:24]=3)[N:29]=[C:28]([CH3:33])[CH:27]=2)=[C:4]([CH2:10][CH3:11])[N:3]=1. (6) Reactant: Br[C:2]1[N:3]=[C:4]2[C:10]([CH:11]=[O:12])=[CH:9][N:8]([CH2:13][O:14][CH2:15][CH2:16][Si:17]([CH3:20])([CH3:19])[CH3:18])[C:5]2=[N:6][CH:7]=1.[CH3:21][O:22][C:23]1[CH:24]=[C:25]2[C:29](=[CH:30][CH:31]=1)[N:28]([CH3:32])[N:27]=[C:26]2[Sn](CCCC)(CCCC)CCCC. Product: [CH3:21][O:22][C:23]1[CH:24]=[C:25]2[C:29](=[CH:30][CH:31]=1)[N:28]([CH3:32])[N:27]=[C:26]2[C:2]1[N:3]=[C:4]2[C:10]([CH:11]=[O:12])=[CH:9][N:8]([CH2:13][O:14][CH2:15][CH2:16][Si:17]([CH3:20])([CH3:19])[CH3:18])[C:5]2=[N:6][CH:7]=1. The catalyst class is: 441. (7) The catalyst class is: 230. Product: [NH2:1][C:2]1[C:3]2[CH:29]([CH3:30])[C:28](=[O:31])[N:27]([C:32]([O:34][C:35]([CH3:38])([CH3:37])[CH3:36])=[O:33])[C:4]=2[N:5]=[C:6]([C:8]2[C:16]3[C:11](=[CH:12][C:13]([Cl:17])=[CH:14][CH:15]=3)[N:10]([CH2:18][CH2:19][C:20]([F:26])([F:25])[C:21]([F:24])([F:23])[F:22])[N:9]=2)[N:7]=1. Reactant: [NH2:1][C:2]1[C:3]2[CH:29]([CH3:30])[C:28](=[O:31])[NH:27][C:4]=2[N:5]=[C:6]([C:8]2[C:16]3[C:11](=[CH:12][C:13]([Cl:17])=[CH:14][CH:15]=3)[N:10]([CH2:18][CH2:19][C:20]([F:26])([F:25])[C:21]([F:24])([F:23])[F:22])[N:9]=2)[N:7]=1.[C:32](O[C:32]([O:34][C:35]([CH3:38])([CH3:37])[CH3:36])=[O:33])([O:34][C:35]([CH3:38])([CH3:37])[CH3:36])=[O:33].[NH4+].[Cl-].